Dataset: Reaction yield outcomes from USPTO patents with 853,638 reactions. Task: Predict the reaction yield, written as a fraction of the theoretical maximum amount of product (1.0 means a 100% yield; for example, 0.34 means a 34% yield). (1) The reactants are C(Cl)(=O)C(Cl)=O.[CH3:7][S:8]([CH3:10])=O.[F:11][C:12]1[CH:17]=[CH:16][C:15]([CH:18]([OH:29])[CH2:19][N:20]2[C:24]([CH3:25])=[CH:23][CH:22]=[C:21]2[C:26]([OH:28])=[O:27])=[CH:14][CH:13]=1.C(N(CC)CC)C. The catalyst is C(Cl)Cl. The product is [F:11][C:12]1[CH:13]=[CH:14][C:15]([C:18](=[O:29])[CH2:19][N:20]2[C:24]([CH3:25])=[CH:23][CH:22]=[C:21]2[C:26]([O:28][CH2:7][S:8][CH3:10])=[O:27])=[CH:16][CH:17]=1. The yield is 0.620. (2) The reactants are [C:1]1([C:7]2[CH:15]=[C:14]3[C:10]([CH2:11][C:12](=[O:16])[NH:13]3)=[CH:9][CH:8]=2)[CH:6]=[CH:5][CH:4]=[CH:3][CH:2]=1.[N:17]1([CH2:22][CH2:23][NH:24][C:25]([C:27]2[C:31]([CH3:32])=[C:30]([CH:33]=O)[NH:29][C:28]=2[CH3:35])=[O:26])[CH2:21][CH2:20][CH2:19][CH2:18]1. The product is [N:17]1([CH2:22][CH2:23][NH:24][C:25]([C:27]2[C:31]([CH3:32])=[C:30]([CH:33]=[C:11]3[C:10]4[C:14](=[CH:15][C:7]([C:1]5[CH:2]=[CH:3][CH:4]=[CH:5][CH:6]=5)=[CH:8][CH:9]=4)[NH:13][C:12]3=[O:16])[NH:29][C:28]=2[CH3:35])=[O:26])[CH2:21][CH2:20][CH2:19][CH2:18]1. No catalyst specified. The yield is 0.0850. (3) The reactants are Br[C:2]1[CH:18]=[N:17][C:5]2[NH:6][C:7]3[CH:12]=[N:11][C:10]([C:13]#[N:14])=[C:9]([CH2:15][CH3:16])[C:8]=3[C:4]=2[CH:3]=1.[N:19]1([CH2:25][C:26]2[CH:31]=[CH:30][C:29](B(O)O)=[CH:28][CH:27]=2)[CH2:24][CH2:23][CH2:22][CH2:21][CH2:20]1. The catalyst is C(=O)([O-])[O-].[Na+].[Na+].C(#N)C.O.C1C=CC(P(C2C=CC=CC=2)[C-]2C=CC=C2)=CC=1.C1C=CC(P(C2C=CC=CC=2)[C-]2C=CC=C2)=CC=1.Cl[Pd]Cl.[Fe+2]. The product is [CH2:15]([C:9]1[C:8]2[C:4]3[CH:3]=[C:2]([C:29]4[CH:28]=[CH:27][C:26]([CH2:25][N:19]5[CH2:24][CH2:23][CH2:22][CH2:21][CH2:20]5)=[CH:31][CH:30]=4)[CH:18]=[N:17][C:5]=3[NH:6][C:7]=2[CH:12]=[N:11][C:10]=1[C:13]#[N:14])[CH3:16]. The yield is 0.460. (4) The reactants are [CH3:1][O:2][C:3]1[CH:31]=[CH:30][CH:29]=[CH:28][C:4]=1[O:5][C:6]1[CH:27]=[CH:26][C:9]([NH:10][C:11]2[C:20]3[C:15](=[CH:16][C:17]([OH:23])=[C:18]([O:21][CH3:22])[CH:19]=3)[N:14]=[CH:13][C:12]=2[C:24]#[N:25])=[CH:8][CH:7]=1.[Cl:32][CH2:33][CH2:34][CH2:35]Br.[O-]CCCC.[K+].O. The catalyst is CS(C)=O. The product is [CH3:1][O:2][C:3]1[CH:31]=[CH:30][CH:29]=[CH:28][C:4]=1[O:5][C:6]1[CH:27]=[CH:26][C:9]([NH:10][C:11]2[C:20]3[C:15](=[CH:16][C:17]([O:23][CH2:35][CH2:34][CH2:33][Cl:32])=[C:18]([O:21][CH3:22])[CH:19]=3)[N:14]=[CH:13][C:12]=2[C:24]#[N:25])=[CH:8][CH:7]=1. The yield is 0.770. (5) The reactants are [CH2:1]([O:8][C:9]1[C:10]([NH:17][C:18]2[S:19][CH:20]=[C:21]([CH3:23])[N:22]=2)=[N:11][CH:12]=[C:13]([CH:16]=1)[CH:14]=O)[C:2]1[CH:7]=[CH:6][CH:5]=[CH:4][CH:3]=1.[CH3:24][O:25][C:26](=[O:47])[CH:27]=P(C1C=CC=CC=1)(C1C=CC=CC=1)C1C=CC=CC=1. The catalyst is C1COCC1. The product is [CH2:1]([O:8][C:9]1[CH:16]=[C:13](/[CH:14]=[CH:27]/[C:26]([O:25][CH3:24])=[O:47])[CH:12]=[N:11][C:10]=1[NH:17][C:18]1[S:19][CH:20]=[C:21]([CH3:23])[N:22]=1)[C:2]1[CH:7]=[CH:6][CH:5]=[CH:4][CH:3]=1. The yield is 0.768. (6) The reactants are CC([OH:5])(C)C.CC[C@H]1[C@H]2C[C@H]([C@H](OC3C4C(=CC=CC=4)C(O[C@H](C4C=CN=C5C=4C=C(OC)C=C5)[C@@H]4N5C[C@H](CC)[C@@H](CC5)C4)=NN=3)C3C=CN=C4C=3C=C(OC)C=C4)N(CC2)C1.CS(N)(=O)=O.[CH3:69][O:70][N:71]([CH3:77])[C:72](=[O:76])[C:73]([CH3:75])=[CH2:74].[OH2:78]. No catalyst specified. The product is [OH:78][C@:73]([CH3:75])([CH2:74][OH:5])[C:72]([N:71]([O:70][CH3:69])[CH3:77])=[O:76]. The yield is 1.20. (7) The reactants are [O:1]1[CH2:3][C@H:2]1[CH2:4][OH:5].N1C=CN=C1.[C:11]([Si:15](Cl)([C:22]1[CH:27]=[CH:26][CH:25]=[CH:24][CH:23]=1)[C:16]1[CH:21]=[CH:20][CH:19]=[CH:18][CH:17]=1)([CH3:14])([CH3:13])[CH3:12]. The catalyst is ClCCl. The product is [C:11]([Si:15]([O:5][CH2:4][C@@H:2]1[CH2:3][O:1]1)([C:22]1[CH:27]=[CH:26][CH:25]=[CH:24][CH:23]=1)[C:16]1[CH:17]=[CH:18][CH:19]=[CH:20][CH:21]=1)([CH3:14])([CH3:12])[CH3:13]. The yield is 0.990.